From a dataset of Forward reaction prediction with 1.9M reactions from USPTO patents (1976-2016). Predict the product of the given reaction. (1) Given the reactants N1C=C[CH:4]=[CH:3][C:2]=1[C:7](O)=[O:8].CCN=C=[N:14][CH2:15][CH2:16][CH2:17][N:18]([CH3:20])C.[CH:21]1[CH:22]=[CH:23][C:24]2N(O)N=[N:27][C:25]=2C=1.[CH2:31](N(CC)CC)C.[C:38](=[O:41])([O-])[OH:39].[Na+].C[N:44]([CH:46]=[O:47])C, predict the reaction product. The product is: [N:27]1[CH:21]=[CH:22][CH:23]=[CH:24][C:25]=1[C:46]([NH:44][C:16]1[C:15]([C:38]([O:39][CH3:31])=[O:41])=[N:14][N:18]([CH:20]2[CH2:4][CH2:3][CH2:2][CH2:7][O:8]2)[CH:17]=1)=[O:47]. (2) Given the reactants [CH:1]1([C:4]2[N:9]3[N:10]=[CH:11][C:12]([C:13]#[CH:14])=[C:8]3[N:7]=[C:6]([C:15]3[CH:20]=[CH:19][C:18]([C:21]([F:24])([F:23])[F:22])=[CH:17][CH:16]=3)[CH:5]=2)[CH2:3][CH2:2]1.Br[C:26]1[C:27]([F:37])=[CH:28][C:29]([F:36])=[C:30]([S:32]([NH2:35])(=[O:34])=[O:33])[CH:31]=1, predict the reaction product. The product is: [CH:1]1([C:4]2[N:9]3[N:10]=[CH:11][C:12]([C:13]#[C:14][C:26]4[C:27]([F:37])=[CH:28][C:29]([F:36])=[C:30]([S:32]([NH2:35])(=[O:33])=[O:34])[CH:31]=4)=[C:8]3[N:7]=[C:6]([C:15]3[CH:16]=[CH:17][C:18]([C:21]([F:22])([F:23])[F:24])=[CH:19][CH:20]=3)[CH:5]=2)[CH2:3][CH2:2]1.